Regression. Given a peptide amino acid sequence and an MHC pseudo amino acid sequence, predict their binding affinity value. This is MHC class II binding data. From a dataset of Peptide-MHC class II binding affinity with 134,281 pairs from IEDB. (1) The peptide sequence is DDIKATYDKGILTVS. The binding affinity (normalized) is 0.340. The MHC is DRB1_0405 with pseudo-sequence DRB1_0405. (2) The peptide sequence is PHHTALRQAILCWGELMTLA. The MHC is DRB1_0802 with pseudo-sequence DRB1_0802. The binding affinity (normalized) is 0.509. (3) The peptide sequence is ETVEKIVDQYREPVK. The MHC is DRB1_0405 with pseudo-sequence DRB1_0405. The binding affinity (normalized) is 0.369. (4) The peptide sequence is DSVTPMILKAQKGGNL. The MHC is HLA-DQA10501-DQB10201 with pseudo-sequence HLA-DQA10501-DQB10201. The binding affinity (normalized) is 0.0753.